This data is from Forward reaction prediction with 1.9M reactions from USPTO patents (1976-2016). The task is: Predict the product of the given reaction. (1) The product is: [C:16]1([N:13]2[CH2:12][CH2:11][N:10]([CH2:9][C:6]3[CH:5]=[CH:4][C:3]([CH2:2][NH:1][C:22](=[O:25])[CH2:23][CH3:24])=[CH:8][CH:7]=3)[CH2:15][CH2:14]2)[CH:21]=[CH:20][CH:19]=[CH:18][CH:17]=1. Given the reactants [NH2:1][CH2:2][C:3]1[CH:8]=[CH:7][C:6]([CH2:9][N:10]2[CH2:15][CH2:14][N:13]([C:16]3[CH:21]=[CH:20][CH:19]=[CH:18][CH:17]=3)[CH2:12][CH2:11]2)=[CH:5][CH:4]=1.[C:22](Cl)(=[O:25])[CH2:23][CH3:24].C(N(CC)CC)C.C(Cl)(Cl)Cl, predict the reaction product. (2) Given the reactants [I:1][C:2]1[CH:3]=[CH:4][CH:5]=[C:6]2[C:11]=1[N:10]=[C:9]([S:12][CH3:13])[N:8]([CH2:14][CH2:15][O:16][CH3:17])[C:7]2=[O:18].N(C[CH2:23][O:24][CH2:25]COC)=C=S, predict the reaction product. The product is: [I:1][C:2]1[CH:3]=[CH:4][CH:5]=[C:6]2[C:11]=1[N:10]=[C:9]([S:12][CH3:13])[N:8]([CH2:14][CH2:15][O:16][CH2:17][CH2:23][O:24][CH3:25])[C:7]2=[O:18]. (3) Given the reactants [C:1]([N:8]1[CH2:13][CH2:12][CH:11]=[CH:10][CH2:9]1)([O:3][C:4]([CH3:7])([CH3:6])[CH3:5])=[O:2].ClC1C(C(OO)=[O:22])=CC=CC=1, predict the reaction product. The product is: [C:1]([N:8]1[CH2:13][CH2:12][CH:11]2[O:22][CH:10]2[CH2:9]1)([O:3][C:4]([CH3:7])([CH3:6])[CH3:5])=[O:2]. (4) Given the reactants [NH2:1][C:2]1[CH:7]=[CH:6][C:5]([Cl:8])=[CH:4][C:3]=1[C:9]([C:11]1[CH:16]=[CH:15][CH:14]=[C:13]([O:17][CH3:18])[C:12]=1[O:19][CH3:20])=O.[I-].[CH3:22][P+](C1C=CC=CC=1)(C1C=CC=CC=1)C1C=CC=CC=1.CC(C)([O-])C.[K+].O, predict the reaction product. The product is: [Cl:8][C:5]1[CH:6]=[CH:7][C:2]([NH2:1])=[C:3]([C:9]([C:11]2[CH:16]=[CH:15][CH:14]=[C:13]([O:17][CH3:18])[C:12]=2[O:19][CH3:20])=[CH2:22])[CH:4]=1. (5) Given the reactants [Cl:1][C:2]1[CH:3]=[C:4]([C:8]2[C:16]3[C:15]([NH2:17])=[CH:14][C:13]([CH3:18])=[N:12][C:11]=3[S:10][C:9]=2[CH3:19])[CH:5]=[CH:6][CH:7]=1.CC(C)([O-])C.[K+].[Cl:26][C:27]1[CH:28]=[C:29]([S:33](Cl)(=[O:35])=[O:34])[CH:30]=[CH:31][CH:32]=1, predict the reaction product. The product is: [Cl:26][C:27]1[CH:28]=[C:29]([S:33]([NH:17][C:15]2[CH:14]=[C:13]([CH3:18])[N:12]=[C:11]3[S:10][C:9]([CH3:19])=[C:8]([C:4]4[CH:5]=[CH:6][CH:7]=[C:2]([Cl:1])[CH:3]=4)[C:16]=23)(=[O:35])=[O:34])[CH:30]=[CH:31][CH:32]=1. (6) Given the reactants [NH:1]([C:36]([CH2:38][CH2:39][CH2:40][CH2:41][CH2:42][CH2:43][CH3:44])=[O:37])[C@H:2]([C:18]([NH:20][C@H:21]([C:26]([N:28]1[CH2:35][CH2:34][CH2:33][C@H:29]1[C:30](O)=[O:31])=[O:27])[CH2:22][CH:23]([CH3:25])[CH3:24])=[O:19])[CH2:3][C:4]1[CH:9]=[CH:8][C:7]([O:10][CH2:11][C:12]2[CH:17]=[CH:16][CH:15]=[CH:14][CH:13]=2)=[CH:6][CH:5]=1.[NH2:45][C@H:46]([C:71]([O:73][CH3:74])=[O:72])[CH2:47][CH2:48][CH2:49][NH:50][C:51](=[NH:70])[NH:52][S:53]([C:56]1[C:68]([CH3:69])=[C:67]2[C:61]([O:62][C:63]([CH2:66]2)([CH3:65])[CH3:64])=[C:59]([CH3:60])[C:57]=1[CH3:58])(=[O:55])=[O:54].Cl.F[P-](F)(F)(F)(F)F.N1(O[P+](N(C)C)(N(C)C)N(C)C)C2C=CC=CC=2N=N1.CCN(C(C)C)C(C)C, predict the reaction product. The product is: [NH:1]([C:36]([CH2:38][CH2:39][CH2:40][CH2:41][CH2:42][CH2:43][CH3:44])=[O:37])[C@H:2]([C:18]([NH:20][C@H:21]([C:26]([N:28]1[CH2:35][CH2:34][CH2:33][C@H:29]1[C:30]([NH:45][C@H:46]([C:71]([O:73][CH3:74])=[O:72])[CH2:47][CH2:48][CH2:49][NH:50][C:51](=[NH:70])[NH:52][S:53]([C:56]1[C:68]([CH3:69])=[C:67]2[C:61]([O:62][C:63]([CH2:66]2)([CH3:65])[CH3:64])=[C:59]([CH3:60])[C:57]=1[CH3:58])(=[O:55])=[O:54])=[O:31])=[O:27])[CH2:22][CH:23]([CH3:25])[CH3:24])=[O:19])[CH2:3][C:4]1[CH:9]=[CH:8][C:7]([O:10][CH2:11][C:12]2[CH:13]=[CH:14][CH:15]=[CH:16][CH:17]=2)=[CH:6][CH:5]=1. (7) Given the reactants [CH3:1][O:2][C:3]1[CH:4]=[C:5](B2OC(C)(C)C(C)(C)O2)[C:6]2[C:11]([CH:12]=1)=[CH:10][CH:9]=[CH:8][CH:7]=2.[Cl:22][C:23]1[CH:24]=[C:25]([CH2:29][N:30]2[CH:34]=[CH:33][N:32]=[C:31]2[CH3:35])[N:26]=[N:27][CH:28]=1, predict the reaction product. The product is: [ClH:22].[CH3:1][O:2][C:3]1[CH:4]=[C:5]([C:23]2[CH:24]=[C:25]([CH2:29][N:30]3[CH:34]=[CH:33][N:32]=[C:31]3[CH3:35])[N:26]=[N:27][CH:28]=2)[C:6]2[C:11]([CH:12]=1)=[CH:10][CH:9]=[CH:8][CH:7]=2. (8) Given the reactants [NH2:1][CH2:2][C@@H:3]1[CH2:7][CH2:6][N:5]([C:8]2[C:17]3[C:12](=[CH:13][C:14]([CH3:18])=[CH:15][CH:16]=3)[N:11]=[C:10]([C:19]3[CH:24]=[CH:23][CH:22]=[CH:21][C:20]=3[OH:25])[N:9]=2)[CH2:4]1.C1COCC1.C(N(CC)CC)C.Cl[C:39]([O:41][CH2:42][CH:43]([CH3:45])[CH3:44])=[O:40], predict the reaction product. The product is: [CH2:42]([O:41][C:39](=[O:40])[NH:1][CH2:2][C@@H:3]1[CH2:7][CH2:6][N:5]([C:8]2[C:17]3[C:12](=[CH:13][C:14]([CH3:18])=[CH:15][CH:16]=3)[N:11]=[C:10]([C:19]3[CH:24]=[CH:23][CH:22]=[CH:21][C:20]=3[OH:25])[N:9]=2)[CH2:4]1)[CH:43]([CH3:45])[CH3:44].